This data is from Forward reaction prediction with 1.9M reactions from USPTO patents (1976-2016). The task is: Predict the product of the given reaction. (1) Given the reactants [C:1]([C:5]1[CH:14]=[CH:13][C:8]2[NH:9][C:10](Cl)=[N:11][C:7]=2[CH:6]=1)([CH3:4])([CH3:3])[CH3:2].[NH2:15][C:16]1[N:24]=[CH:23][N:22]=[C:21]2[C:17]=1[N:18]=[CH:19][N:20]2[C@H:25]1[C@@H:29]2[O:30][C:31]([CH3:34])([CH3:33])[O:32][C@@H:28]2[C@@H:27]([CH2:35][N:36]([CH2:41][CH3:42])[CH2:37][CH2:38][CH2:39][NH2:40])[O:26]1, predict the reaction product. The product is: [NH2:15][C:16]1[N:24]=[CH:23][N:22]=[C:21]2[C:17]=1[N:18]=[CH:19][N:20]2[C@H:25]1[C@@H:29]2[O:30][C:31]([CH3:33])([CH3:34])[O:32][C@@H:28]2[C@@H:27]([CH2:35][N:36]([CH2:41][CH3:42])[CH2:37][CH2:38][CH2:39][NH:40][C:10]2[NH:9][C:8]3[CH:13]=[CH:14][C:5]([C:1]([CH3:4])([CH3:3])[CH3:2])=[CH:6][C:7]=3[N:11]=2)[O:26]1. (2) Given the reactants [C:1]([O:5][C:6](=[O:31])[NH:7][C:8]1([C:12]2[CH:17]=[CH:16][C:15]([C:18]3[C:23]([C:24]4[CH:29]=[CH:28][CH:27]=[CH:26][CH:25]=4)=[CH:22][N:21]=[C:20]([NH2:30])[N:19]=3)=[CH:14][CH:13]=2)[CH2:11][CH2:10][CH2:9]1)([CH3:4])([CH3:3])[CH3:2].Br[CH2:33][C:34]([C:36]1[CH:41]=[CH:40][CH:39]=[CH:38][CH:37]=1)=O, predict the reaction product. The product is: [C:1]([O:5][C:6](=[O:31])[NH:7][C:8]1([C:12]2[CH:17]=[CH:16][C:15]([C:18]3[C:23]([C:24]4[CH:25]=[CH:26][CH:27]=[CH:28][CH:29]=4)=[CH:22][N:21]4[CH:33]=[C:34]([C:36]5[CH:41]=[CH:40][CH:39]=[CH:38][CH:37]=5)[N:30]=[C:20]4[N:19]=3)=[CH:14][CH:13]=2)[CH2:11][CH2:10][CH2:9]1)([CH3:4])([CH3:2])[CH3:3]. (3) Given the reactants [OH:1][C:2]1[C:11]2[C:6](=[CH:7][C:8]([O:12][CH3:13])=[CH:9][CH:10]=2)[N:5]=[C:4]([C:14]2[N:15]=[C:16]([NH:19][CH:20]([CH3:22])[CH3:21])[S:17][CH:18]=2)[CH:3]=1.C(C1N=C(C2C=C(O[CH:42]3[CH2:60][CH:59]4[N:44]([C:45](=[O:65])[CH2:46][CH2:47][CH2:48][CH2:49][CH2:50][CH2:51][CH:52]=[CH:53][CH:54]5[C:56]([C:62]([OH:64])=[O:63])([NH:57][C:58]4=[O:61])[CH2:55]5)[CH2:43]3)C3C(=CC(OC)=CC=3)N=2)SC=1)(C)C, predict the reaction product. The product is: [CH:20]([NH:19][C:16]1[S:17][CH:18]=[C:14]([C:4]2[CH:3]=[C:2]([O:1][CH:42]3[CH2:60][CH:59]4[N:44]([C:45](=[O:65])[CH2:46][CH2:47][CH2:48][CH2:49][CH2:50][CH2:51][CH:52]=[CH:53][CH:54]5[C:56]([C:62]([OH:64])=[O:63])([NH:57][C:58]4=[O:61])[CH2:55]5)[CH2:43]3)[C:11]3[C:6](=[CH:7][C:8]([O:12][CH3:13])=[CH:9][CH:10]=3)[N:5]=2)[N:15]=1)([CH3:22])[CH3:21]. (4) Given the reactants [F:1][C:2]1[CH:7]=[CH:6][CH:5]=[C:4]([F:8])[C:3]=1[S:9]([N:12]1[C:16]([C:17]2[C:18]([F:23])=[N:19][CH:20]=[CH:21][CH:22]=2)=[C:15]([F:24])[C:14]([CH2:25][N:26](C)[C:27](=O)OC(C)(C)C)=[CH:13]1)(=[O:11])=[O:10].C(OCC)(=O)C.[ClH:41], predict the reaction product. The product is: [ClH:41].[F:8][C:4]1[CH:5]=[CH:6][CH:7]=[C:2]([F:1])[C:3]=1[S:9]([N:12]1[C:16]([C:17]2[C:18]([F:23])=[N:19][CH:20]=[CH:21][CH:22]=2)=[C:15]([F:24])[C:14]([CH2:25][NH:26][CH3:27])=[CH:13]1)(=[O:10])=[O:11]. (5) The product is: [CH3:1][O:2][C:3]1[CH:12]=[CH:11][C:6]2[O:7][CH2:8][CH2:9][O:10][C:5]=2[C:4]=1[CH:29]=[O:30]. Given the reactants [CH3:1][O:2][C:3]1[CH:12]=[CH:11][C:6]2[O:7][CH2:8][CH2:9][O:10][C:5]=2[CH:4]=1.CN(C)CCN(C)C.[Li]CCCC.CN([CH:29]=[O:30])C.[NH4+].[Cl-], predict the reaction product.